From a dataset of Full USPTO retrosynthesis dataset with 1.9M reactions from patents (1976-2016). Predict the reactants needed to synthesize the given product. (1) Given the product [CH3:27][O:26][C:23]1[CH:24]=[C:25]2[C:20](=[CH:21][C:22]=1[O:28][CH3:29])[N:19]=[CH:18][N:17]=[C:16]2[N:13]1[CH2:12][CH2:11][NH:10][C@@H:9]([C:5]2[CH:6]=[CH:7][CH:8]=[C:3]([O:2][CH3:1])[CH:4]=2)[CH2:14]1, predict the reactants needed to synthesize it. The reactants are: [CH3:1][O:2][C:3]1[CH:4]=[C:5]([C@H:9]2[CH2:14][NH:13][CH2:12][CH2:11][NH:10]2)[CH:6]=[CH:7][CH:8]=1.Cl[C:16]1[C:25]2[C:20](=[CH:21][C:22]([O:28][CH3:29])=[C:23]([O:26][CH3:27])[CH:24]=2)[N:19]=[CH:18][N:17]=1. (2) Given the product [CH3:23][C:24]1[O:28][N:27]=[C:26]([C:29]2[CH:34]=[CH:33][CH:32]=[CH:31][CH:30]=2)[C:25]=1[C:35]1[O:8][C:6]([C:5]2[CH:9]=[CH:10][C:2]([NH2:1])=[N:3][CH:4]=2)=[N:38][N:37]=1, predict the reactants needed to synthesize it. The reactants are: [NH2:1][C:2]1[CH:10]=[CH:9][C:5]([C:6]([OH:8])=O)=[CH:4][N:3]=1.C(N1C=CN=C1)(N1C=CN=C1)=O.[CH3:23][C:24]1[O:28][N:27]=[C:26]([C:29]2[CH:34]=[CH:33][CH:32]=[CH:31][CH:30]=2)[C:25]=1[C:35]([NH:37][NH2:38])=O.P(Cl)(Cl)(Cl)=O.C(=O)([O-])[O-].[Na+].[Na+]. (3) The reactants are: [C:1]([O:4][C@H:5]1[CH2:10][CH2:9][C@H:8]2[C@H:11]3[C@H:21]([CH2:22][CH2:23][C@:6]12[CH3:7])[C@:19]1([CH3:20])[C:14](=[CH:15][C:16](=[O:24])[CH2:17][CH2:18]1)[C:13](=[CH2:25])[CH2:12]3)(=[O:3])[CH3:2].C1(Cl)C(=O)C(Cl)=C(Cl)C(=O)C=1Cl.FC(F)(F)S(O)(=O)=O.FC(F)(F)C(=N[Si](C)(C)C)O[Si](C)(C)C. Given the product [C:1]([O:4][C@H:5]1[CH2:10][CH2:9][C@H:8]2[C@H:11]3[C@H:21]([CH2:22][CH2:23][C@:6]12[CH3:7])[C@:19]1([CH3:20])[C:14](=[CH:15][C:16](=[O:24])[CH:17]=[CH:18]1)[C:13](=[CH2:25])[CH2:12]3)(=[O:3])[CH3:2], predict the reactants needed to synthesize it.